This data is from CYP1A2 inhibition data for predicting drug metabolism from PubChem BioAssay. The task is: Regression/Classification. Given a drug SMILES string, predict its absorption, distribution, metabolism, or excretion properties. Task type varies by dataset: regression for continuous measurements (e.g., permeability, clearance, half-life) or binary classification for categorical outcomes (e.g., BBB penetration, CYP inhibition). Dataset: cyp1a2_veith. (1) The molecule is COc1ccc(C(=O)N2CCC3(CC2)CCN(c2ccccc2)CC3)cc1. The result is 0 (non-inhibitor). (2) The drug is Cc1ccc([N+](=O)[O-])cc1NC(=S)NC(=O)CC(C)(C)C. The result is 1 (inhibitor). (3) The molecule is COc1ccccc1CNc1nc(-c2cccnc2)nc2ccccc12. The result is 1 (inhibitor). (4) The compound is CN(Cc1ccco1)c1nc(-c2ccccc2C(F)(F)F)nc2ccccc12. The result is 1 (inhibitor). (5) The molecule is CCOCC(=O)Nc1cc(C(F)(F)F)ccc1Oc1cccc(Br)c1. The result is 1 (inhibitor). (6) The result is 0 (non-inhibitor). The compound is O=C(Oc1ccc(C(=S)N2CCOCC2)cc1Br)c1cc(Cl)ccc1Cl. (7) The molecule is O=C(NC1(C(F)(F)F)NC(=O)N(Cc2cccnc2)C1=O)c1ccccc1. The result is 1 (inhibitor). (8) The drug is O=C1[C@H]2CC[C@H]3/C(=N\OC[C@@H](O)COCc4ccco4)C[C@@H](O)[C@@H](O)[C@@H]3[C@@H]2C(=O)N1Cc1ccc2c(c1)OCO2. The result is 0 (non-inhibitor). (9) The molecule is O=[As](O)(O)c1ccc(Cc2ccc([As](=O)(O)O)cc2)cc1. The result is 0 (non-inhibitor). (10) The drug is c1ccc(CNc2ncnc3nc[nH]c23)cc1. The result is 1 (inhibitor).